The task is: Predict the reactants needed to synthesize the given product.. This data is from Full USPTO retrosynthesis dataset with 1.9M reactions from patents (1976-2016). (1) Given the product [NH2:23][C@H:18]1[CH2:19][CH2:20][CH2:21][CH2:22][C@H:17]1[NH:16][C:11]1[N:10]=[C:9]([C:31]2[CH:32]=[N:33][N:34]3[CH:39]=[CH:38][CH:37]=[CH:36][C:35]=23)[C:8]2[C:7](=[O:40])[NH:6][CH2:14][C:13]=2[C:12]=1[F:15], predict the reactants needed to synthesize it. The reactants are: COC1C=C(OC)C=CC=1C[N:6]1[CH2:14][C:13]2[C:12]([F:15])=[C:11]([NH:16][C@@H:17]3[CH2:22][CH2:21][CH2:20][CH2:19][C@@H:18]3[NH:23]C(=O)OC(C)(C)C)[N:10]=[C:9]([C:31]3[CH:32]=[N:33][N:34]4[CH:39]=[CH:38][CH:37]=[CH:36][C:35]=34)[C:8]=2[C:7]1=[O:40].C(O)(C(F)(F)F)=O. (2) Given the product [CH2:39]([N:37]1[CH:38]=[C:34]([NH:33][C:32]([C:30]2[CH:31]=[C:26]([C:9]3[NH:8][C:16]4[C:11]([CH:10]=3)=[CH:12][C:13]([C:17]([N:19]3[CH2:20][CH2:21][N:22]([CH3:25])[CH2:23][CH2:24]3)=[O:18])=[CH:14][CH:15]=4)[C:27](=[O:55])[NH:28][CH:29]=2)=[O:46])[CH:35]=[N:36]1)[C:40]1[CH:45]=[CH:44][CH:43]=[CH:42][CH:41]=1, predict the reactants needed to synthesize it. The reactants are: C(OC([N:8]1[C:16]2[C:11](=[CH:12][C:13]([C:17]([N:19]3[CH2:24][CH2:23][N:22]([CH3:25])[CH2:21][CH2:20]3)=[O:18])=[CH:14][CH:15]=2)[CH:10]=[C:9]1[C:26]1[C:27](=[O:55])[N:28](COCC[Si](C)(C)C)[CH:29]=[C:30]([C:32](=[O:46])[NH:33][C:34]2[CH:35]=[N:36][N:37]([CH2:39][C:40]3[CH:45]=[CH:44][CH:43]=[CH:42][CH:41]=3)[CH:38]=2)[CH:31]=1)=O)(C)(C)C. (3) Given the product [OH:20][CH2:19][CH2:21][NH:22][CH2:2][CH2:3][CH2:4][C:5]1[CH:12]=[CH:11][C:8]([C:9]#[N:10])=[CH:7][CH:6]=1, predict the reactants needed to synthesize it. The reactants are: Br[CH2:2][CH2:3][CH2:4][C:5]1[CH:12]=[CH:11][C:8]([C:9]#[N:10])=[CH:7][CH:6]=1.C([O-])([O-])=O.[K+].[K+].[CH2:19]([CH2:21][NH2:22])[OH:20]. (4) Given the product [CH3:14][O:15][C:16](=[O:46])[CH2:17][C@H:18]1[C:22]2[CH:23]=[CH:24][C:25]([O:27][C@H:28]3[C:36]4[C:31](=[C:32]([C:2]5[C:7]([C:8]([F:11])([F:10])[F:9])=[CH:6][CH:5]=[C:4]([O:12][CH3:13])[N:3]=5)[CH:33]=[CH:34][CH:35]=4)[CH2:30][CH2:29]3)=[CH:26][C:21]=2[O:20][CH2:19]1, predict the reactants needed to synthesize it. The reactants are: I[C:2]1[C:7]([C:8]([F:11])([F:10])[F:9])=[CH:6][CH:5]=[C:4]([O:12][CH3:13])[N:3]=1.[CH3:14][O:15][C:16](=[O:46])[CH2:17][C@H:18]1[C:22]2[CH:23]=[CH:24][C:25]([O:27][C@H:28]3[C:36]4[C:31](=[C:32](B5OC(C)(C)C(C)(C)O5)[CH:33]=[CH:34][CH:35]=4)[CH2:30][CH2:29]3)=[CH:26][C:21]=2[O:20][CH2:19]1. (5) Given the product [CH2:1]=[CH:2][CH3:3].[CH2:1]=[CH:2][CH2:3][CH3:4].[CH2:5]=[CH2:6], predict the reactants needed to synthesize it. The reactants are: [CH2:1]=[CH:2][CH2:3][CH3:4].[CH2:5]([Al](CC(C)C)CC(C)C)[CH:6](C)C.[Al].C=C. (6) Given the product [F:32][C:3]1[C:4]([NH:18][C@@H:19]2[CH2:24][CH2:23][CH2:22][N:21]([C:25]([O:27][C:28]([CH3:31])([CH3:30])[CH3:29])=[O:26])[CH2:20]2)=[N:5][C:6]([C:8]2[N:12]3[CH:13]=[C:14]([F:17])[CH:15]=[CH:16][C:11]3=[N:10][CH:9]=2)=[N:7][C:2]=1[N:33]1[CH2:38][CH2:37][O:36][CH2:35][CH2:34]1, predict the reactants needed to synthesize it. The reactants are: Cl[C:2]1[N:7]=[C:6]([C:8]2[N:12]3[CH:13]=[C:14]([F:17])[CH:15]=[CH:16][C:11]3=[N:10][CH:9]=2)[N:5]=[C:4]([NH:18][C@@H:19]2[CH2:24][CH2:23][CH2:22][N:21]([C:25]([O:27][C:28]([CH3:31])([CH3:30])[CH3:29])=[O:26])[CH2:20]2)[C:3]=1[F:32].[NH:33]1[CH2:38][CH2:37][O:36][CH2:35][CH2:34]1.C(OC(N1CCC[C@@H](NC2N=C(C3N4C=C(F)C=CC4=NC=3)N=C(N3CCN(C(OCC4C=CC=CC=4)=O)CC3)C=2)C1)=O)(C)(C)C. (7) The reactants are: CO[C:3](=[O:25])[C:4]1[CH:9]=[CH:8][C:7]([O:10][CH2:11][C:12]2[C:13]([C:18]3[CH:19]=[C:20]([CH3:24])[CH:21]=[CH:22][CH:23]=3)=[N:14][O:15][C:16]=2[CH3:17])=[N:6][CH:5]=1.COC(=O)C1C=CC(OC[C:37]2[C:38]([C:43]3[CH:48]=CC=CC=3F)=[N:39][O:40][C:41]=2C)=NC=1.NC1CCOCC1. Given the product [CH3:17][C:16]1[O:15][N:14]=[C:13]([C:18]2[CH:19]=[C:20]([CH3:24])[CH:21]=[CH:22][CH:23]=2)[C:12]=1[CH2:11][O:10][C:7]1[CH:8]=[CH:9][C:4]([C:3]([NH:39][CH:38]2[CH2:43][CH2:48][O:40][CH2:41][CH2:37]2)=[O:25])=[CH:5][N:6]=1, predict the reactants needed to synthesize it.